This data is from Catalyst prediction with 721,799 reactions and 888 catalyst types from USPTO. The task is: Predict which catalyst facilitates the given reaction. (1) Reactant: C1(C2C=CC([N:13]([CH2:25][C:26]3[CH:31]=[CH:30][C:29]([CH:32]([OH:39])[CH2:33][C:34]4[N:35]=[N:36][NH:37][N:38]=4)=[CH:28][CH:27]=3)[C:14]([NH:16][C:17]3[CH:22]=[C:21]([Cl:23])[CH:20]=[C:19]([Cl:24])[CH:18]=3)=[O:15])=CC=2)CCCCC=1.C(O[C:44](=[O:46])[CH3:45])(=O)C.[CH2:47](O)[CH3:48]. Product: [C:17]1([C:48]2[CH:47]=[CH:28][C:27]([CH:25]([NH:13][C:14]([NH:16][C:17]3[CH:18]=[C:19]([Cl:24])[CH:20]=[C:21]([Cl:23])[CH:22]=3)=[O:15])[C:26]3[CH:31]=[CH:30][C:29]([CH:32]([O:39][C:44](=[O:46])[CH3:45])[CH2:33][C:34]4[N:35]=[N:36][NH:37][N:38]=4)=[CH:28][CH:27]=3)=[CH:26][CH:25]=2)[CH2:22][CH2:21][CH2:20][CH2:19][CH:18]=1. The catalyst class is: 2. (2) Reactant: [CH2:1]([N:8]([CH2:20][C:21]1[CH:26]=[CH:25][CH:24]=[CH:23][CH:22]=1)[C:9]1[CH:14]=[CH:13][C:12]([C:15]([F:18])([F:17])[F:16])=[C:11](Cl)[N:10]=1)[C:2]1[CH:7]=[CH:6][CH:5]=[CH:4][CH:3]=1.[CH3:27][O:28][Na]. Product: [CH2:1]([N:8]([CH2:20][C:21]1[CH:26]=[CH:25][CH:24]=[CH:23][CH:22]=1)[C:9]1[CH:14]=[CH:13][C:12]([C:15]([F:18])([F:17])[F:16])=[C:11]([O:28][CH3:27])[N:10]=1)[C:2]1[CH:7]=[CH:6][CH:5]=[CH:4][CH:3]=1. The catalyst class is: 20. (3) Reactant: [NH2:1][C:2]1[CH:7]=[CH:6][CH:5]=[C:4]([C:8]([F:11])([F:10])[F:9])[N:3]=1.[Cl:12][C:13]1[C:14]([C:19](O)=[O:20])=[N:15][CH:16]=[CH:17][CH:18]=1.CCN=C=NCCCN(C)C.Cl.C1C=CC2N(O)N=NC=2C=1.C(=O)(O)[O-].[Na+]. Product: [Cl:12][C:13]1[C:14]([C:19]([NH:1][C:2]2[CH:7]=[CH:6][CH:5]=[C:4]([C:8]([F:9])([F:11])[F:10])[N:3]=2)=[O:20])=[N:15][CH:16]=[CH:17][CH:18]=1. The catalyst class is: 17. (4) Reactant: [F:1][C:2]1[C:11]2[C:6](=[CH:7][CH:8]=[CH:9][CH:10]=2)[C:5](F)=[C:4](F)[C:3]=1[F:14].FC1(F)C2C(=CC=CC=2)C=CC1(F)F.[NH4+].[OH-]. Product: [F:1][C:2]1[C:11]2[C:6](=[CH:7][CH:8]=[CH:9][CH:10]=2)[CH:5]=[CH:4][C:3]=1[F:14]. The catalyst class is: 324. (5) Reactant: [N:1]([C:4]1[CH:9]=[CH:8][C:7]([OH:10])=[C:6]([S:11]([N:14]2[CH2:19][CH2:18][CH:17]([N:20]3[CH2:25][CH2:24][CH:23]([CH3:26])[CH2:22][CH2:21]3)[CH2:16][CH2:15]2)(=[O:13])=[O:12])[CH:5]=1)=[N+:2]=[N-:3].[H-].[Na+].[CH2:29](Br)[C:30]#[CH:31]. Product: [N:1]([C:4]1[CH:9]=[CH:8][C:7]([O:10][CH2:31][C:30]#[CH:29])=[C:6]([S:11]([N:14]2[CH2:19][CH2:18][CH:17]([N:20]3[CH2:25][CH2:24][CH:23]([CH3:26])[CH2:22][CH2:21]3)[CH2:16][CH2:15]2)(=[O:13])=[O:12])[CH:5]=1)=[N+:2]=[N-:3]. The catalyst class is: 3. (6) Reactant: [H-].[Na+].[F:3][C:4]1[C:9]([C:10]2[NH:14][CH:13]=[C:12]([CH2:15][N:16]([CH3:24])[C:17](=[O:23])[O:18][C:19]([CH3:22])([CH3:21])[CH3:20])[C:11]=2[F:25])=[CH:8][CH:7]=[CH:6][N:5]=1.C1OCCOCCOCCOCCOC1.[O:41]1[CH:45]=[CH:44][CH:43]=[C:42]1[S:46](Cl)(=[O:48])=[O:47]. The catalyst class is: 30. Product: [F:25][C:11]1[C:12]([CH2:15][N:16]([CH3:24])[C:17](=[O:23])[O:18][C:19]([CH3:21])([CH3:22])[CH3:20])=[CH:13][N:14]([S:46]([C:42]2[O:41][CH:45]=[CH:44][CH:43]=2)(=[O:48])=[O:47])[C:10]=1[C:9]1[C:4]([F:3])=[N:5][CH:6]=[CH:7][CH:8]=1. (7) Reactant: [ClH:1].[F:2][C:3]([F:7])([F:6])[CH2:4][NH2:5].[CH2:8](N(CC)CC)[CH3:9].C(=O)C.[BH4-].[Na+]. Product: [ClH:1].[CH2:8]([NH:5][CH2:4][C:3]([F:7])([F:6])[F:2])[CH3:9]. The catalyst class is: 5. (8) The catalyst class is: 22. Product: [Br:31][C:18]1[N:19]([CH3:20])[C:15]([S:14][CH2:13][C:11]2[O:10][N:9]=[C:8]([C:4]3[CH:5]=[CH:6][CH:7]=[C:2]([Cl:1])[CH:3]=3)[N:12]=2)=[N:16][N:17]=1. Reactant: [Cl:1][C:2]1[CH:3]=[C:4]([C:8]2[N:12]=[C:11]([CH2:13][S:14][C:15]3[N:19]([CH3:20])[CH:18]=[N:17][N:16]=3)[O:10][N:9]=2)[CH:5]=[CH:6][CH:7]=1.C(Cl)(Cl)Cl.N1C=CC=CC=1.[Br:31]Br.